From a dataset of Reaction yield outcomes from USPTO patents with 853,638 reactions. Predict the reaction yield, written as a fraction of the theoretical maximum amount of product (1.0 means a 100% yield; for example, 0.34 means a 34% yield). (1) The reactants are [CH3:1][C:2]1[CH:7]=[CH:6][C:5]([S:8]([O:11][CH2:12][CH:13]2[CH2:17][C:16]3[CH:18]=[CH:19][CH:20]=[C:21](Br)[C:15]=3[O:14]2)(=[O:10])=[O:9])=[CH:4][CH:3]=1.[CH3:23][O:24][C:25]1[CH:30]=[CH:29][CH:28]=[CH:27][C:26]=1B(O)O.C(=O)([O-])[O-].[K+].[K+].CC1C=CC(S(OCC2CC3C(C4C=CC=CC=4)=CC=CC=3O2)(=O)=O)=CC=1. The catalyst is CC1C=CC=CC=1[P](C1C=CC=CC=1C)([Pd](Cl)(Cl)[P](C1=C(C)C=CC=C1)(C1C=CC=CC=1C)C1C=CC=CC=1C)C1C=CC=CC=1C. The product is [CH3:1][C:2]1[CH:7]=[CH:6][C:5]([S:8]([O:11][CH2:12][CH:13]2[CH2:17][C:16]3[CH:18]=[CH:19][CH:20]=[C:21]([C:26]4[CH:27]=[CH:28][CH:29]=[CH:30][C:25]=4[O:24][CH3:23])[C:15]=3[O:14]2)(=[O:10])=[O:9])=[CH:4][CH:3]=1. The yield is 0.740. (2) The reactants are Br[C:2]1[CH:3]=[C:4]([C:8]2([C:19]3[CH:24]=[CH:23][N:22]=[C:21]([CH:25]([F:27])[F:26])[CH:20]=3)[C:16]3[C:11](=[C:12]([F:17])[CH:13]=[CH:14][CH:15]=3)[C:10]([NH2:18])=[N:9]2)[CH:5]=[CH:6][CH:7]=1.[N:28]1[CH:33]=[C:32](B(O)O)[CH:31]=[N:30][CH:29]=1.C(=O)([O-])[O-].[Cs+].[Cs+]. The catalyst is C1C=CC(P(C2C=CC=CC=2)[C-]2C=CC=C2)=CC=1.C1C=CC(P(C2C=CC=CC=2)[C-]2C=CC=C2)=CC=1.Cl[Pd]Cl.[Fe+2].COCCOC.CCO.O. The product is [F:26][CH:25]([F:27])[C:21]1[CH:20]=[C:19]([C:8]2([C:4]3[CH:5]=[CH:6][CH:7]=[C:2]([C:32]4[CH:33]=[N:28][CH:29]=[N:30][CH:31]=4)[CH:3]=3)[C:16]3[C:11](=[C:12]([F:17])[CH:13]=[CH:14][CH:15]=3)[C:10]([NH2:18])=[N:9]2)[CH:24]=[CH:23][N:22]=1. The yield is 0.600. (3) The reactants are [Cl:1][C:2]1[CH:7]=[CH:6][CH:5]=[CH:4][C:3]=1[C:8]1[N:9]([C:18]2[CH:23]=[CH:22][C:21]([Cl:24])=[CH:20][CH:19]=2)[CH:10]=[C:11]([C:13]([O:15][CH2:16][CH3:17])=[O:14])[N:12]=1.C(Cl)[Cl:26]. The catalyst is O. The product is [Cl:26][C:10]1[N:9]([C:18]2[CH:19]=[CH:20][C:21]([Cl:24])=[CH:22][CH:23]=2)[C:8]([C:3]2[CH:4]=[CH:5][CH:6]=[CH:7][C:2]=2[Cl:1])=[N:12][C:11]=1[C:13]([O:15][CH2:16][CH3:17])=[O:14]. The yield is 0.200. (4) The reactants are Br[C:2]1[CH:3]=[CH:4][C:5]([C:8]2[CH:13]=[CH:12][C:11]([O:14][CH2:15][C:16]3[CH:21]=[CH:20][CH:19]=[CH:18][CH:17]=3)=[C:10]([F:22])[CH:9]=2)=[N:6][CH:7]=1.[Na+].[CH3:24][S:25]([O-:27])=[O:26].[OH-].[Na+].O. The catalyst is CS(C)=O. The product is [F:22][C:10]1[CH:9]=[C:8]([C:5]2[CH:4]=[CH:3][C:2]([S:25]([CH3:24])(=[O:27])=[O:26])=[CH:7][N:6]=2)[CH:13]=[CH:12][C:11]=1[O:14][CH2:15][C:16]1[CH:21]=[CH:20][CH:19]=[CH:18][CH:17]=1. The yield is 0.340. (5) The reactants are [N+:1]([C:4]1[CH:5]=[C:6]([CH:16]=[CH:17][CH:18]=1)[C:7]([NH:9][C:10]1[CH:15]=[CH:14][CH:13]=[CH:12][CH:11]=1)=[O:8])([O-])=O. The catalyst is [Pd].C(O)C. The product is [NH2:1][C:4]1[CH:5]=[C:6]([CH:16]=[CH:17][CH:18]=1)[C:7]([NH:9][C:10]1[CH:15]=[CH:14][CH:13]=[CH:12][CH:11]=1)=[O:8]. The yield is 0.900. (6) The reactants are [CH:1]1[C:11]2[C:10]3[CH:12]=[CH:13][CH:14]=[CH:15][C:9]=3[NH:8][C:7]3[CH:16]=[CH:17][CH:18]=[CH:19][C:6]=3[C:5]=2[CH:4]=[CH:3][CH:2]=1.[Br:20][C:21]1[CH:26]=[CH:25][C:24](Br)=[CH:23][CH:22]=1.[OH-].[K+].C1C2C(CCCC2)CCC1. The catalyst is [Cu].C(Cl)(Cl)Cl. The product is [Br:20][C:21]1[CH:26]=[CH:25][C:24]([N:8]2[C:9]3[CH:15]=[CH:14][CH:13]=[CH:12][C:10]=3[C:11]3[CH:1]=[CH:2][CH:3]=[CH:4][C:5]=3[C:6]3[CH:19]=[CH:18][CH:17]=[CH:16][C:7]2=3)=[CH:23][CH:22]=1. The yield is 0.250. (7) The reactants are [Cl:1][C:2]1[CH:3]=[C:4]([C:8]2[C:17]3[C:12](=[CH:13][CH:14]=[C:15]([C:18]([C:26]4[CH:27]=[N:28][C:29]([Cl:32])=[CH:30][CH:31]=4)(O)[C:19]4[N:20]([CH3:24])[CH:21]=[N:22][CH:23]=4)[CH:16]=3)[N:11]([CH3:33])[C:10](=[O:34])[CH:9]=2)[CH:5]=[CH:6][CH:7]=1.CO.C(Cl)(Cl)Cl.[NH4+:41].[OH-]. The catalyst is S(Cl)(Cl)=O. The product is [NH2:41][C:18]([C:26]1[CH:27]=[N:28][C:29]([Cl:32])=[CH:30][CH:31]=1)([C:19]1[N:20]([CH3:24])[CH:21]=[N:22][CH:23]=1)[C:15]1[CH:16]=[C:17]2[C:12](=[CH:13][CH:14]=1)[N:11]([CH3:33])[C:10](=[O:34])[CH:9]=[C:8]2[C:4]1[CH:5]=[CH:6][CH:7]=[C:2]([Cl:1])[CH:3]=1. The yield is 0.500. (8) The reactants are [C:1]([OH:4])(=O)[CH3:2].[Cl:5][C:6]1[CH:12]=[CH:11][C:9]([OH:10])=[CH:8][C:7]=1[OH:13].C([O-])(=O)C.[Na+]. The catalyst is B(F)(F)F.CCOCC. The product is [Cl:5][C:6]1[C:7]([OH:13])=[CH:8][C:9]([OH:10])=[C:11]([C:1](=[O:4])[CH3:2])[CH:12]=1. The yield is 0.580. (9) The reactants are ClC1C(N)=C2C(C(OC)=CC=N2)=CC=1.[NH2:15][C:16]1[C:17]([C:26]([C:28]2[CH:33]=[CH:32][C:31]([C:34]([F:37])([F:36])[F:35])=[CH:30][CH:29]=2)=O)=[CH:18][CH:19]=[C:20]2[C:25]=1[N:24]=[CH:23][CH:22]=[CH:21]2.[CH3:38][NH:39][S:40](Cl)(=[O:42])=[O:41].[BH4-].[Na+]. The catalyst is N1C=CC=CC=1. The product is [CH3:38][N:39]1[S:40](=[O:42])(=[O:41])[NH:15][C:16]2[C:25]3[C:20](=[CH:21][CH:22]=[CH:23][N:24]=3)[CH:19]=[CH:18][C:17]=2[CH:26]1[C:28]1[CH:33]=[CH:32][C:31]([C:34]([F:37])([F:36])[F:35])=[CH:30][CH:29]=1. The yield is 0.680. (10) The reactants are Br[CH:2]([CH3:15])[C:3]([C:5]1[CH:10]=[CH:9][C:8]([C:11]([F:14])([F:13])[F:12])=[CH:7][CH:6]=1)=O.[NH2:16][C:17]1[N:22]=[CH:21][CH:20]=[CH:19][N:18]=1.C(=O)(O)[O-].[Na+]. The catalyst is CC(O)C. The product is [CH3:15][C:2]1[N:16]=[C:17]2[N:22]=[CH:21][CH:20]=[CH:19][N:18]2[C:3]=1[C:5]1[CH:10]=[CH:9][C:8]([C:11]([F:14])([F:13])[F:12])=[CH:7][CH:6]=1. The yield is 0.220.